Dataset: Forward reaction prediction with 1.9M reactions from USPTO patents (1976-2016). Task: Predict the product of the given reaction. (1) Given the reactants [F:1][C:2]([F:30])([F:29])[O:3][C:4]1[CH:9]=[CH:8][C:7]([CH:10]2[CH2:15][N:14]([C:16]([N:18]3[CH2:23][CH2:22][CH:21]([OH:24])[CH2:20][CH2:19]3)=[O:17])[CH2:13][CH:12]([C:25]([O:27]C)=[O:26])[CH2:11]2)=[CH:6][CH:5]=1.CC(C)([O-])C.[K+].Cl, predict the reaction product. The product is: [OH:24][CH:21]1[CH2:20][CH2:19][N:18]([C:16]([N:14]2[CH2:15][CH:10]([C:7]3[CH:8]=[CH:9][C:4]([O:3][C:2]([F:1])([F:29])[F:30])=[CH:5][CH:6]=3)[CH2:11][CH:12]([C:25]([OH:27])=[O:26])[CH2:13]2)=[O:17])[CH2:23][CH2:22]1. (2) The product is: [NH2:15][CH2:14][C:11]1[CH:12]=[N:13][C:8]([O:7][CH:1]2[CH2:2][CH2:3][CH2:4][CH2:5][CH2:6]2)=[CH:9][CH:10]=1. Given the reactants [CH:1]1([O:7][C:8]2[N:13]=[CH:12][C:11]([C:14]#[N:15])=[CH:10][CH:9]=2)[CH2:6][CH2:5][CH2:4][CH2:3][CH2:2]1.B, predict the reaction product. (3) The product is: [CH3:7][NH:6][CH2:4][CH2:3][C@@H:2]([C:8]1[S:9][CH:10]=[CH:11][CH:12]=1)[OH:1]. Given the reactants [OH:1][C@H:2]([C:8]1[S:9][CH:10]=[CH:11][CH:12]=1)[CH2:3][C:4]([NH:6][CH3:7])=O.[H-].COCCO[Al+]OCCOC.[Na+].[H-].[OH-].[Na+].[Al], predict the reaction product. (4) The product is: [NH2:30][C:14]1[N:15]=[CH:16][C:17]([C:19]2[CH:20]=[N:21][N:22]([CH2:24][CH:29]3[CH2:28][CH:45]3[C:44]([OH:46])=[O:43])[CH:23]=2)=[CH:18][C:13]=1[O:12][CH:10]([C:3]1[C:4]([Cl:9])=[CH:5][CH:6]=[C:7]([F:8])[C:2]=1[Cl:1])[CH3:11]. Given the reactants [Cl:1][C:2]1[C:7]([F:8])=[CH:6][CH:5]=[C:4]([Cl:9])[C:3]=1[CH:10]([O:12][C:13]1[C:14]([NH2:30])=[N:15][CH:16]=[C:17]([C:19]2[CH:20]=[N:21][N:22]([CH:24]3[CH2:29][CH2:28]NCC3)[CH:23]=2)[CH:18]=1)[CH3:11].Cl.CCN(CC)CC.ClC(C[O:43][C:44](=[O:46])[CH3:45])=O, predict the reaction product. (5) The product is: [CH2:1]([O:8][C:9]1[C:10]([C:25]([O:27][CH3:28])=[O:26])=[N:11][C:12]([N:19]2[CH2:24][CH2:23][N:22]([CH2:36][CH2:37][CH2:38][CH2:39][NH:40][C:41]([O:42][C:43]([CH3:44])([CH3:46])[CH3:45])=[O:47])[CH2:21][CH2:20]2)=[C:13]2[C:18]=1[N:17]=[CH:16][CH:15]=[CH:14]2)[C:2]1[CH:7]=[CH:6][CH:5]=[CH:4][CH:3]=1. Given the reactants [CH2:1]([O:8][C:9]1[C:10]([C:25]([O:27][CH3:28])=[O:26])=[N:11][C:12]([N:19]2[CH2:24][CH2:23][NH:22][CH2:21][CH2:20]2)=[C:13]2[C:18]=1[N:17]=[CH:16][CH:15]=[CH:14]2)[C:2]1[CH:7]=[CH:6][CH:5]=[CH:4][CH:3]=1.C(=O)([O-])[O-].[K+].[K+].Br[CH2:36][CH2:37][CH2:38][CH2:39][NH:40][C:41](=[O:47])[O:42][C:43]([CH3:46])([CH3:45])[CH3:44].O, predict the reaction product. (6) Given the reactants [CH3:1][C:2]1[CH:10]=[CH:9][C:8]2[N:7]([S:11]([C:14]3[CH:20]=[CH:19][C:17]([CH3:18])=[CH:16][CH:15]=3)(=[O:13])=[O:12])[CH:6]=[CH:5][C:4]=2[C:3]=1[NH2:21].C1C(=O)N([Cl:29])C(=O)C1, predict the reaction product. The product is: [Cl:29][C:9]1[C:8]2[N:7]([S:11]([C:14]3[CH:20]=[CH:19][C:17]([CH3:18])=[CH:16][CH:15]=3)(=[O:13])=[O:12])[CH:6]=[CH:5][C:4]=2[C:3]([NH2:21])=[C:2]([CH3:1])[CH:10]=1.